Dataset: Catalyst prediction with 721,799 reactions and 888 catalyst types from USPTO. Task: Predict which catalyst facilitates the given reaction. (1) Reactant: [F:1][C:2]1[CH:3]=[C:4]([CH2:9][C@@H:10]([C:29]2[C:34]([C:35]3[CH:36]=[CH:37][C:38]([F:44])=[C:39]([CH:43]=3)[C:40]([NH2:42])=[O:41])=[CH:33][CH:32]=[CH:31][N:30]=2)[NH:11][C:12](=[O:28])[CH2:13][N:14]2[C:22]3[CH2:21][CH2:20][CH2:19][CH:18](O)[C:17]=3[C:16]([C:24]([F:27])([F:26])[F:25])=[N:15]2)[CH:5]=[C:6]([F:8])[CH:7]=1.C1(C)C=CC(S(O)(=O)=O)=CC=1. Product: [F:8][C:6]1[CH:5]=[C:4]([CH2:9][C@@H:10]([C:29]2[C:34]([C:35]3[CH:36]=[CH:37][C:38]([F:44])=[C:39]([CH:43]=3)[C:40]([NH2:42])=[O:41])=[CH:33][CH:32]=[CH:31][N:30]=2)[NH:11][C:12](=[O:28])[CH2:13][N:14]2[C:22]3[CH2:21][CH2:20][CH:19]=[CH:18][C:17]=3[C:16]([C:24]([F:27])([F:26])[F:25])=[N:15]2)[CH:3]=[C:2]([F:1])[CH:7]=1. The catalyst class is: 11. (2) Reactant: [CH:1]([C:3]1[CH:4]=[N:5][N:6]([CH3:19])[C:7]=1[C:8]1[CH:9]=[C:10]([C:15]([O:17][CH3:18])=[O:16])[S:11][C:12]=1[CH2:13][CH3:14])=[CH2:2]. Product: [CH2:13]([C:12]1[S:11][C:10]([C:15]([O:17][CH3:18])=[O:16])=[CH:9][C:8]=1[C:7]1[N:6]([CH3:19])[N:5]=[CH:4][C:3]=1[CH2:1][CH3:2])[CH3:14]. The catalyst class is: 19. (3) Reactant: [C:1]([O:5][C:6]([N:8]1[CH2:14][CH2:13][C:12](=[O:15])[NH:11][CH2:10][C@H:9]1[CH3:16])=[O:7])([CH3:4])([CH3:3])[CH3:2].C[C:18]([O-:21])([CH3:20])C.[K+].[CH2:37](C(Br)CCOCCC(Br)[CH2:37][C:38]1[CH:43]=[CH:42][CH:41]=[CH:40][CH:39]=1)[C:38]1[CH:43]=[CH:42][CH:41]=[CH:40][CH:39]=1.[C:46](=O)([O-])O.[Na+]. Product: [C:1]([O:5][C:6]([N:8]1[CH2:14][CH2:13][C:12](=[O:15])[N:11]([CH2:46][CH2:20][CH2:18][O:21][CH2:37][C:38]2[CH:39]=[CH:40][CH:41]=[CH:42][CH:43]=2)[CH2:10][C@H:9]1[CH3:16])=[O:7])([CH3:4])([CH3:2])[CH3:3]. The catalyst class is: 7. (4) Reactant: [Cl:1][C:2]1[N:6]2[CH:7]=[C:8]([C:15]3[CH:19]=[CH:18][O:17][CH:16]=3)[CH:9]=[C:10]([C:11]([F:14])([F:13])[F:12])[C:5]2=[N:4][C:3]=1[C:20]([OH:22])=O.[CH3:23][C:24]1([CH3:36])[CH2:28][O:27][C:26](=[O:29])[N:25]1[CH:30]1[CH2:35][CH2:34][NH:33][CH2:32][CH2:31]1.OC1C2N=NNC=2C=CC=1. Product: [Cl:1][C:2]1[N:6]2[CH:7]=[C:8]([C:15]3[CH:19]=[CH:18][O:17][CH:16]=3)[CH:9]=[C:10]([C:11]([F:13])([F:12])[F:14])[C:5]2=[N:4][C:3]=1[C:20]([N:33]1[CH2:32][CH2:31][CH:30]([N:25]2[C:24]([CH3:23])([CH3:36])[CH2:28][O:27][C:26]2=[O:29])[CH2:35][CH2:34]1)=[O:22]. The catalyst class is: 85.